Dataset: TCR-epitope binding with 47,182 pairs between 192 epitopes and 23,139 TCRs. Task: Binary Classification. Given a T-cell receptor sequence (or CDR3 region) and an epitope sequence, predict whether binding occurs between them. (1) The epitope is TPINLVRDL. The TCR CDR3 sequence is CSVEGGSRSSYNEQFF. Result: 1 (the TCR binds to the epitope). (2) The epitope is ILGLPTQTV. The TCR CDR3 sequence is CASSQDWGRAGRTGELFF. Result: 1 (the TCR binds to the epitope). (3) The epitope is GLCTLVAML. The TCR CDR3 sequence is CASSHHRQGVRTGELFF. Result: 0 (the TCR does not bind to the epitope). (4) The TCR CDR3 sequence is CASAVGNEQFF. Result: 0 (the TCR does not bind to the epitope). The epitope is IPSINVHHY. (5) The epitope is LPPIVAKEI. The TCR CDR3 sequence is CASKDQRGTYNEQFF. Result: 0 (the TCR does not bind to the epitope). (6) Result: 0 (the TCR does not bind to the epitope). The TCR CDR3 sequence is CASSGSYREGYGYTF. The epitope is RLRPGGKKK.